Regression. Given a peptide amino acid sequence and an MHC pseudo amino acid sequence, predict their binding affinity value. This is MHC class II binding data. From a dataset of Peptide-MHC class II binding affinity with 134,281 pairs from IEDB. (1) The peptide sequence is VDLAKSLRIAAKIYS. The MHC is HLA-DPA10103-DPB10301 with pseudo-sequence HLA-DPA10103-DPB10301. The binding affinity (normalized) is 0.554. (2) The peptide sequence is THMMIWHSNLNDATY. The MHC is DRB1_0701 with pseudo-sequence DRB1_0701. The binding affinity (normalized) is 0.186. (3) The peptide sequence is DIIEGPVKNVAVPLY. The MHC is HLA-DQA10301-DQB10302 with pseudo-sequence HLA-DQA10301-DQB10302. The binding affinity (normalized) is 0.181. (4) The peptide sequence is IGLVTQTINDFYFVI. The MHC is DRB4_0101 with pseudo-sequence DRB4_0103. The binding affinity (normalized) is 0.614.